Predict the reaction yield, written as a fraction of the theoretical maximum amount of product (1.0 means a 100% yield; for example, 0.34 means a 34% yield). From a dataset of Reaction yield outcomes from USPTO patents with 853,638 reactions. (1) The catalyst is O. The yield is 0.560. The product is [CH2:19]([C:29]([N:16]1[CH2:15][C:14]([CH3:18])([CH3:17])[CH2:13][S:12][C:11]1=[N:10][C:5]1[CH:6]=[CH:7][CH:8]=[CH:9][C:4]=1[CH:1]([CH3:3])[CH3:2])=[S:33])[CH3:20]. The reactants are [CH:1]([C:4]1[CH:9]=[CH:8][CH:7]=[CH:6][C:5]=1[N:10]=[C:11]1[N:16]=[CH:15][C:14]([CH3:18])([CH3:17])[CH2:13][S:12]1)([CH3:3])[CH3:2].[CH2:19](N(CC)CC)[CH3:20].ClCCl.[C:29](Cl)(=[S:33])OCC. (2) The reactants are Cl[C:2]1[C:7]([CH3:8])=[C:6]([CH3:9])[N:5]=[C:4]([NH2:10])[N:3]=1. The catalyst is N.CO.[Pd]. The product is [CH3:9][C:6]1[C:7]([CH3:8])=[CH:2][N:3]=[C:4]([NH2:10])[N:5]=1. The yield is 0.900. (3) The reactants are FC(F)(F)C(O)=O.[CH:8]([O:11][C:12]1[CH:13]=[C:14]([C:18]2[CH:43]=[CH:42][C:21]3[N:22]=[C:23]([C:25]4[N:29](COCC[Si](C)(C)C)[C:28]5[CH:38]=[CH:39][CH:40]=[CH:41][C:27]=5[N:26]=4)[O:24][C:20]=3[CH:19]=2)[CH:15]=[N:16][CH:17]=1)([CH3:10])[CH3:9]. The catalyst is ClCCl. The product is [NH:26]1[C:27]2[CH:41]=[CH:40][CH:39]=[CH:38][C:28]=2[N:29]=[C:25]1[C:23]1[O:24][C:20]2[CH:19]=[C:18]([C:14]3[CH:15]=[N:16][CH:17]=[C:12]([O:11][CH:8]([CH3:10])[CH3:9])[CH:13]=3)[CH:43]=[CH:42][C:21]=2[N:22]=1. The yield is 0.470.